This data is from Cav3 T-type calcium channel HTS with 100,875 compounds. The task is: Binary Classification. Given a drug SMILES string, predict its activity (active/inactive) in a high-throughput screening assay against a specified biological target. (1) The compound is O=c1n(CC)c(nc2c1cccc2)/C=C\c1oc([N+]([O-])=O)cc1. The result is 0 (inactive). (2) The drug is S1(=O)(=O)N(C(C(C)C)C(OCc2ccc(cc2)C)=O)CCC(c2c1cccc2)=C. The result is 0 (inactive). (3) The drug is O=C(N1CCCc2c1cccc2)Cn1nc(nn1)c1ccc(cc1)C. The result is 1 (active). (4) The compound is O=C1c2c(C(=O)c3c1cccc3)c(N)ccc2NC(=O)c1ccccc1. The result is 0 (inactive). (5) The compound is S(=O)(=O)(N1CCC(CC1)C(O)=O)c1cc2nc(n(C3CCCC3)c2cc1)C. The result is 0 (inactive).